From a dataset of Forward reaction prediction with 1.9M reactions from USPTO patents (1976-2016). Predict the product of the given reaction. (1) Given the reactants [N:1]([O-:3])=O.[Na+].FC(F)(F)C([O-])=O.[Cl:12][C:13]1[C:17]([Cl:18])=[C:16]([CH3:19])[NH:15][C:14]=1[C:20]([NH:22][CH:23]1[CH2:28][CH2:27][NH2+:26][CH2:25][CH2:24]1)=[O:21].C(O)(=O)C, predict the reaction product. The product is: [Cl:12][C:13]1[C:17]([Cl:18])=[C:16]([CH3:19])[NH:15][C:14]=1[C:20]([NH:22][CH:23]1[CH2:28][CH2:27][N:26]([N:1]=[O:3])[CH2:25][CH2:24]1)=[O:21]. (2) The product is: [F:30][C:21]1[CH:22]=[C:23]([S:26]([CH3:29])(=[O:28])=[O:27])[CH:24]=[CH:25][C:20]=1[NH:19][C@H:16]1[CH2:17][CH2:18][N:14]([CH:11]2[CH2:12][CH2:13][N:8]([C:5]3[N:4]=[CH:3][C:2]([S:83][CH3:82])=[CH:7][N:6]=3)[CH2:9][CH2:10]2)[C:15]1=[O:31]. Given the reactants Br[C:2]1[CH:3]=[N:4][C:5]([N:8]2[CH2:13][CH2:12][CH:11]([N:14]3[CH2:18][CH2:17][C@H:16]([NH:19][C:20]4[CH:25]=[CH:24][C:23]([S:26]([CH3:29])(=[O:28])=[O:27])=[CH:22][C:21]=4[F:30])[C:15]3=[O:31])[CH2:10][CH2:9]2)=[N:6][CH:7]=1.CC1(C)C2C(=C(P(C3C=CC=CC=3)C3C=CC=CC=3)C=CC=2)OC2C(P(C3C=CC=CC=3)C3C=CC=CC=3)=CC=CC1=2.[O-]P([O-])([O-])=O.[K+].[K+].[K+].[CH3:82][S-:83].[Na+], predict the reaction product.